Task: Predict which catalyst facilitates the given reaction.. Dataset: Catalyst prediction with 721,799 reactions and 888 catalyst types from USPTO (1) Reactant: [CH3:1][C:2]1([CH3:20])[C:11]2[C:6](=[CH:7][CH:8]=[C:9]([CH:12]([CH2:15][CH2:16][CH2:17][CH2:18][CH3:19])[CH2:13][OH:14])[CH:10]=2)[NH:5][CH2:4][CH2:3]1.[CH:21](=O)[CH3:22].C(O[BH-](OC(=O)C)OC(=O)C)(=O)C.[Na+].C(O)(=O)C. Product: [CH2:21]([N:5]1[C:6]2[C:11](=[CH:10][C:9]([CH:12]([CH2:15][CH2:16][CH2:17][CH2:18][CH3:19])[CH2:13][OH:14])=[CH:8][CH:7]=2)[C:2]([CH3:20])([CH3:1])[CH2:3][CH2:4]1)[CH3:22]. The catalyst class is: 2. (2) Reactant: [CH3:1][C@H:2]1[C:40](=[CH2:41])[C@@H:39]2[O:42][C@@H:4]([CH2:5][CH2:6][C@@H:7]3[O:12][C@@H:11]([CH2:13][CH2:14][C@@:15]45[O:24][C@H:23]6[C@H:25]7[O:31][C@@H:30]([CH2:32][C:33]([CH2:35][C@@H:36]8[C@@H:45]([O:46][CH3:47])[C@@H:44]([CH2:48][C@H:49]([OH:52])[CH2:50]O)[O:43][C@H:37]8[CH2:38]2)=[O:34])[CH2:29][CH2:28][C@@H:26]7[O:27][CH:20]2[C@H:21]6[O:22][C@H:17]([C@@H:18]2[O:19]4)[CH2:16]5)[CH2:10][C:8]3=[CH2:9])[CH2:3]1.[N:53]1C(C)=CC(C)=CC=1C.N1C=CC=CC=1.[O:68](S(C1C=CC(C)=CC=1)(=O)=O)[S:69]([C:72]1C=CC(C)=CC=1)(=[O:71])=[O:70]. The catalyst class is: 308. Product: [CH3:1][C@H:2]1[C:40](=[CH2:41])[C@@H:39]2[O:42][C@@H:4]([CH2:5][CH2:6][C@@H:7]3[O:12][C@@H:11]([CH2:13][CH2:14][C@@:15]45[O:24][C@H:23]6[C@H:25]7[O:31][C@@H:30]([CH2:32][C:33]([CH2:35][C@@H:36]8[C@@H:45]([O:46][CH3:47])[C@@H:44]([CH2:48][C@H:49]([OH:52])[CH2:50][NH2:53])[O:43][C@H:37]8[CH2:38]2)=[O:34])[CH2:29][CH2:28][C@@H:26]7[O:27][C@@H:20]2[C@H:21]6[O:22][C@@H:17]([C@@H:18]2[O:19]4)[CH2:16]5)[CH2:10][C:8]3=[CH2:9])[CH2:3]1.[CH3:72][S:69]([OH:71])(=[O:70])=[O:68]. (3) Reactant: [Si]([O:8][CH2:9][CH2:10][CH2:11][C:12]1[CH:13]=[C:14]2[C:18](=[CH:19][CH:20]=1)[NH:17][CH:16]=[CH:15]2)(C(C)(C)C)(C)C.[Cl-].C([Al+]CC)C.C1COCC1.[C:32]1([CH2:38][C:39](Cl)=[O:40])[CH:37]=[CH:36][CH:35]=[CH:34][CH:33]=1. The catalyst class is: 4. Product: [OH:8][CH2:9][CH2:10][CH2:11][C:12]1[CH:13]=[C:14]2[C:18](=[CH:19][CH:20]=1)[NH:17][CH:16]=[C:15]2[C:39](=[O:40])[CH2:38][C:32]1[CH:37]=[CH:36][CH:35]=[CH:34][CH:33]=1. (4) Reactant: [C:1]([C:5]1[CH:10]=[CH:9][C:8]([C:11]2[N:15]([CH3:16])[N:14]=[C:13]([C:17](=[N:19][NH:20][C:21]([C:23]3[CH:32]=[CH:31][C:26]([C:27]([O:29]C)=[O:28])=[C:25]([N+:33]([O-:35])=[O:34])[CH:24]=3)=[O:22])[CH3:18])[C:12]=2[OH:36])=[CH:7][CH:6]=1)([CH3:4])([CH3:3])[CH3:2].CO.[OH-].[Na+].Cl. Product: [C:1]([C:5]1[CH:10]=[CH:9][C:8]([C:11]2[N:15]([CH3:16])[N:14]=[C:13]([C:17](=[N:19][NH:20][C:21]([C:23]3[CH:32]=[CH:31][C:26]([C:27]([OH:29])=[O:28])=[C:25]([N+:33]([O-:35])=[O:34])[CH:24]=3)=[O:22])[CH3:18])[C:12]=2[OH:36])=[CH:7][CH:6]=1)([CH3:2])([CH3:3])[CH3:4]. The catalyst class is: 6. (5) Reactant: [Cl:1][C:2]1[C:9]([CH3:10])=[C:8]([NH:11][C@@H:12]([C:16]2[O:17][C:18]([C:21]3[CH:26]=[CH:25][CH:24]=[CH:23][CH:22]=3)=[N:19][N:20]=2)[C@@H:13]([OH:15])[CH3:14])[CH:7]=[CH:6][C:3]=1[C:4]#[N:5].N1C=CC=CC=1.[C:33](Cl)(=[O:36])[CH2:34][CH3:35]. Product: [C:33]([O:15][C@@H:13]([CH3:14])[C@@H:12]([NH:11][C:8]1[CH:7]=[CH:6][C:3]([C:4]#[N:5])=[C:2]([Cl:1])[C:9]=1[CH3:10])[C:16]1[O:17][C:18]([C:21]2[CH:26]=[CH:25][CH:24]=[CH:23][CH:22]=2)=[N:19][N:20]=1)(=[O:36])[CH2:34][CH3:35]. The catalyst class is: 2. (6) Reactant: [Cl:1][C:2]1[S:6][C:5]([C:7]([NH:9][CH2:10][C:11]2[N:12]=[CH:13][N:14]([C:16]3[CH:21]=[CH:20][C:19](I)=[C:18]([F:23])[CH:17]=3)[CH:15]=2)=[O:8])=[CH:4][CH:3]=1.[OH:24][C:25]1[CH:30]=[CH:29][CH:28]=[CH:27][N:26]=1.OC1C=CC=C2C=1N=CC=C2.C([O-])([O-])=O.[K+].[K+]. Product: [Cl:1][C:2]1[S:6][C:5]([C:7]([NH:9][CH2:10][C:11]2[N:12]=[CH:13][N:14]([C:16]3[CH:21]=[CH:20][C:19]([N:26]4[CH:27]=[CH:28][CH:29]=[CH:30][C:25]4=[O:24])=[C:18]([F:23])[CH:17]=3)[CH:15]=2)=[O:8])=[CH:4][CH:3]=1. The catalyst class is: 156.